Predict the product of the given reaction. From a dataset of Forward reaction prediction with 1.9M reactions from USPTO patents (1976-2016). (1) Given the reactants Br[C:2]1[CH:3]=[C:4]2[C:9](=[CH:10][CH:11]=1)[C:8]([N:12]1[CH2:17][CH2:16][O:15][CH2:14][C@@H:13]1[CH3:18])=[N:7][N:6]=[CH:5]2.[B:19]1(B2OC(C)(C)C(C)(C)O2)[O:23]C(C)(C)C(C)(C)[O:20]1.C([O-])(=O)C.[K+], predict the reaction product. The product is: [CH3:18][C@@H:13]1[N:12]([C:8]2[C:9]3[C:4](=[CH:3][C:2]([B:19]([OH:23])[OH:20])=[CH:11][CH:10]=3)[CH:5]=[N:6][N:7]=2)[CH2:17][CH2:16][O:15][CH2:14]1. (2) The product is: [N:26]1([NH:25][C:21]([C:18]2[N:19]=[N:20][C:15]([O:14][CH2:13][C:12]3[N:8]([C:5]4[CH:4]=[CH:3][C:2]([F:1])=[CH:7][CH:6]=4)[N:9]=[N:10][C:11]=3[CH3:24])=[CH:16][CH:17]=2)=[O:23])[CH2:31][CH2:30][O:29][CH2:28][CH2:27]1. Given the reactants [F:1][C:2]1[CH:7]=[CH:6][C:5]([N:8]2[C:12]([CH2:13][O:14][C:15]3[N:20]=[N:19][C:18]([C:21]([OH:23])=O)=[CH:17][CH:16]=3)=[C:11]([CH3:24])[N:10]=[N:9]2)=[CH:4][CH:3]=1.[NH2:25][N:26]1[CH2:31][CH2:30][O:29][CH2:28][CH2:27]1, predict the reaction product.